From a dataset of Forward reaction prediction with 1.9M reactions from USPTO patents (1976-2016). Predict the product of the given reaction. (1) Given the reactants [C:1]([O:5][C:6]([N:8]1[CH2:11][CH2:10][C@H:9]1[CH2:12]OS(C1C=CC(C)=CC=1)(=O)=O)=[O:7])([CH3:4])([CH3:3])[CH3:2].C([BH-](CC)CC)C.[Li+].O, predict the reaction product. The product is: [C:1]([O:5][C:6]([N:8]1[CH2:11][CH2:10][C@H:9]1[CH3:12])=[O:7])([CH3:4])([CH3:2])[CH3:3]. (2) The product is: [OH:23][CH2:22][C:4]1[C:5]2[O:14][C:13]3[CH2:12][CH2:11][N:10]([C:15]([O:17][C:18]([CH3:21])([CH3:20])[CH3:19])=[O:16])[CH2:9][C:8]=3[C:6]=2[CH:7]=[C:2]([S:30]([C:24]2[CH:29]=[CH:28][CH:27]=[CH:26][CH:25]=2)(=[O:32])=[O:31])[CH:3]=1. Given the reactants Br[C:2]1[CH:3]=[C:4]([CH2:22][OH:23])[C:5]2[O:14][C:13]3[CH2:12][CH2:11][N:10]([C:15]([O:17][C:18]([CH3:21])([CH3:20])[CH3:19])=[O:16])[CH2:9][C:8]=3[C:6]=2[CH:7]=1.[C:24]1([S:30]([O-:32])=[O:31])[CH:29]=[CH:28][CH:27]=[CH:26][CH:25]=1.[Na+], predict the reaction product. (3) Given the reactants [CH3:1][C:2]1[C:11]([N+:12]([O-])=O)=[CH:10][CH:9]=[CH:8][C:3]=1[C:4]([O:6][CH3:7])=[O:5].[Cl-].[NH4+], predict the reaction product. The product is: [NH2:12][C:11]1[C:2]([CH3:1])=[C:3]([CH:8]=[CH:9][CH:10]=1)[C:4]([O:6][CH3:7])=[O:5]. (4) Given the reactants [H-].[Na+].[CH:3]1([CH:8]([OH:10])[CH3:9])[CH2:7][CH2:6][CH2:5][CH2:4]1.Cl[C:12]1[CH:17]=[C:16](Cl)[N:15]=[CH:14][N:13]=1.[CH2:19]([OH:23])[C:20]#[C:21][CH3:22].[Cl-].[NH4+], predict the reaction product. The product is: [CH2:19]([O:23][C:12]1[CH:17]=[C:16]([O:10][CH:8]([CH:3]2[CH2:7][CH2:6][CH2:5][CH2:4]2)[CH3:9])[N:15]=[CH:14][N:13]=1)[C:20]#[C:21][CH3:22]. (5) Given the reactants [Br:1][C:2]1[CH:7]=[C:6]([NH:8][CH3:9])[C:5]([NH2:10])=[CH:4][CH:3]=1.[C:11](O)(=O)[CH:12]([CH3:14])[CH3:13].CN(C(ON1N=NC2C=CC=NC1=2)=[N+](C)C)C.F[P-](F)(F)(F)(F)F.[Cl-].[Cl-].[Ca+2].C(N(CC)C(C)C)(C)C, predict the reaction product. The product is: [Br:1][C:2]1[CH:3]=[CH:4][C:5]2[N:10]=[C:11]([CH:12]([CH3:14])[CH3:13])[N:8]([CH3:9])[C:6]=2[CH:7]=1. (6) Given the reactants C1(P(N=[N+]=[N-])(C2C=CC=CC=2)=O)C=CC=CC=1.[C:18]([O:22][C:23]([N:25]1[CH2:30][CH2:29][C:28]([C:34]([F:37])([F:36])[F:35])(C(O)=O)[CH2:27][CH2:26]1)=[O:24])([CH3:21])([CH3:20])[CH3:19].CCN(CC)CC.[CH2:45]([OH:52])[C:46]1[CH:51]=[CH:50][CH:49]=[CH:48][CH:47]=1.[N-:53]=[C:54]=[O:55], predict the reaction product. The product is: [CH2:45]([O:52][C:54]([NH:53][C:28]1([C:34]([F:35])([F:36])[F:37])[CH2:27][CH2:26][N:25]([C:23]([O:22][C:18]([CH3:19])([CH3:20])[CH3:21])=[O:24])[CH2:30][CH2:29]1)=[O:55])[C:46]1[CH:51]=[CH:50][CH:49]=[CH:48][CH:47]=1. (7) Given the reactants [CH2:1]([O:8][N:9]1[C:15](=[O:16])[N:14]2[CH2:17][C@H:10]1[CH2:11][CH2:12][C@H:13]2[C:18]([OH:20])=O)[C:2]1[CH:7]=[CH:6][CH:5]=[CH:4][CH:3]=1.[CH3:21][S:22]([NH:25][NH2:26])(=[O:24])=[O:23].ON1C2C=CC=CC=2N=N1.Cl.C(N=C=NCCCN(C)C)C, predict the reaction product. The product is: [CH2:1]([O:8][N:9]1[C:15](=[O:16])[N:14]2[CH2:17][C@H:10]1[CH2:11][CH2:12][C@@H:13]2[C:18]([NH:26][NH:25][S:22]([CH3:21])(=[O:24])=[O:23])=[O:20])[C:2]1[CH:3]=[CH:4][CH:5]=[CH:6][CH:7]=1.